From a dataset of Forward reaction prediction with 1.9M reactions from USPTO patents (1976-2016). Predict the product of the given reaction. (1) Given the reactants [CH3:1][O:2][C:3]1[CH:4]=[C:5]([CH2:9][CH2:10][C:11]2[CH:12]=[C:13]([NH2:20])[N:14](C(C)(C)C)[N:15]=2)[CH:6]=[CH:7][CH:8]=1.[C:21]([NH:29][C:30]1[CH:39]=[CH:38][C:33]([C:34](OC)=[O:35])=[CH:32][CH:31]=1)(=[O:28])[C:22]1[CH:27]=[CH:26][CH:25]=[CH:24][CH:23]=1.C[Al](C)C, predict the reaction product. The product is: [C:21]([NH:29][C:30]1[CH:31]=[CH:32][C:33]([C:34]([NH:20][C:13]2[NH:14][N:15]=[C:11]([CH2:10][CH2:9][C:5]3[CH:6]=[CH:7][CH:8]=[C:3]([O:2][CH3:1])[CH:4]=3)[CH:12]=2)=[O:35])=[CH:38][CH:39]=1)(=[O:28])[C:22]1[CH:23]=[CH:24][CH:25]=[CH:26][CH:27]=1. (2) Given the reactants Cl.[CH3:2][CH:3]1[CH2:8][CH2:7][NH:6][CH2:5][CH:4]1[C:9]([OH:11])=[O:10].Cl.[CH2:13](N1CCC(C)C(C(O)=O)C1)[CH3:14].C([O-])(O)=O.[Na+].[NH4+].[OH-], predict the reaction product. The product is: [CH3:2][CH:3]1[CH2:8][CH2:7][NH:6][CH2:5][CH:4]1[C:9]([O:11][CH2:13][CH3:14])=[O:10]. (3) Given the reactants [OH:1][C:2]1[CH:9]=[C:8]([OH:10])[CH:7]=[CH:6][C:3]=1[CH:4]=O.C([C:15](C(C)(C)C)([C:19]([OH:21])=[O:20])[C:16]([OH:18])=O)(C)(C)C, predict the reaction product. The product is: [C:3]([O:21][C:19]([C:15]1[C:16](=[O:18])[O:1][C:2]2[C:3]([CH:4]=1)=[CH:6][CH:7]=[C:8]([OH:10])[CH:9]=2)=[O:20])([CH3:6])([CH3:4])[CH3:2].